This data is from Forward reaction prediction with 1.9M reactions from USPTO patents (1976-2016). The task is: Predict the product of the given reaction. (1) Given the reactants C([Li])CCC.[C:6]([C:8]1([O:21][Si:22]([CH3:25])([CH3:24])[CH3:23])[CH2:13][CH2:12][N:11]([C:14]([O:16][C:17]([CH3:20])([CH3:19])[CH3:18])=[O:15])[CH2:10][CH2:9]1)#[CH:7].CON(C)[C:29](=[O:36])[C:30]1[CH:35]=[CH:34][N:33]=[CH:32][CH:31]=1, predict the reaction product. The product is: [O:36]=[C:29]([C:30]1[CH:35]=[CH:34][N:33]=[CH:32][CH:31]=1)[C:7]#[C:6][C:8]1([O:21][Si:22]([CH3:25])([CH3:24])[CH3:23])[CH2:9][CH2:10][N:11]([C:14]([O:16][C:17]([CH3:20])([CH3:19])[CH3:18])=[O:15])[CH2:12][CH2:13]1. (2) Given the reactants C(OC(=O)[NH:7][CH2:8][CH2:9][CH2:10][N:11]([CH2:16][C:17]1[CH:22]=[CH:21][CH:20]=[C:19]([C:23]2[CH:28]=[CH:27][N:26]=[C:25](Cl)[N:24]=2)[CH:18]=1)[S:12]([CH3:15])(=[O:14])=[O:13])(C)(C)C.[NH2:31][CH2:32][CH2:33][C:34]1[CH:35]=[CH:36][C:37]2[O:41][C:40](=[O:42])[NH:39][C:38]=2[CH:43]=1, predict the reaction product. The product is: [NH2:7][CH2:8][CH2:9][CH2:10][N:11]([CH2:16][C:17]1[CH:22]=[CH:21][CH:20]=[C:19]([C:23]2[CH:28]=[CH:27][N:26]=[C:25]([NH:31][CH2:32][CH2:33][C:34]3[CH:35]=[CH:36][C:37]4[O:41][C:40](=[O:42])[NH:39][C:38]=4[CH:43]=3)[N:24]=2)[CH:18]=1)[S:12]([CH3:15])(=[O:13])=[O:14]. (3) Given the reactants [N+:1]([C:4]1[CH:5]=[C:6]2[C:10](=[CH:11][CH:12]=1)[N:9]([C:13]1[CH:18]=[CH:17][CH:16]=[CH:15][CH:14]=1)[NH:8][C:7]2=[O:19])([O-])=O.[C:20]([C:22]1[CH:23]=[C:24]([S:28](Cl)(=[O:30])=[O:29])[CH:25]=[CH:26][CH:27]=1)#[N:21], predict the reaction product. The product is: [C:20]([C:22]1[CH:23]=[C:24]([S:28]([NH:1][C:4]2[CH:5]=[C:6]3[C:10](=[CH:11][CH:12]=2)[N:9]([C:13]2[CH:18]=[CH:17][CH:16]=[CH:15][CH:14]=2)[NH:8][C:7]3=[O:19])(=[O:30])=[O:29])[CH:25]=[CH:26][CH:27]=1)#[N:21]. (4) Given the reactants CCOCC.C([Zn:8][CH2:9][CH3:10])C.[C:11]1([OH:17])[CH:16]=[CH:15][CH:14]=[CH:13][CH:12]=1, predict the reaction product. The product is: [CH2:9]([Zn:8][O:17][C:11]1[CH:16]=[CH:15][CH:14]=[CH:13][CH:12]=1)[CH3:10]. (5) Given the reactants [P:1]([O:19][CH2:20][C:21]([CH3:26])([CH3:25])[CH2:22][CH2:23][OH:24])([O:11][CH2:12][C:13]1[CH:18]=[CH:17][CH:16]=[CH:15][CH:14]=1)([O:3][CH2:4][C:5]1[CH:10]=[CH:9][CH:8]=[CH:7][CH:6]=1)=[O:2].[Cr](O[Cr]([O-])(=O)=O)([O-])(=O)=[O:28].[NH+]1C=CC=CC=1.[NH+]1C=CC=CC=1.C(O)(=O)CC(CC(O)=O)(C(O)=O)O, predict the reaction product. The product is: [CH2:4]([O:3][P:1]([O:19][CH2:20][C:21]([CH3:26])([CH3:25])[CH2:22][C:23]([OH:28])=[O:24])([O:11][CH2:12][C:13]1[CH:14]=[CH:15][CH:16]=[CH:17][CH:18]=1)=[O:2])[C:5]1[CH:6]=[CH:7][CH:8]=[CH:9][CH:10]=1. (6) Given the reactants [NH2:1][CH:2]([C:7]1[CH:12]=[CH:11][C:10]([Cl:13])=[CH:9][CH:8]=1)[C:3](OC)=[O:4].[NH3:14], predict the reaction product. The product is: [NH2:1][CH:2]([C:7]1[CH:12]=[CH:11][C:10]([Cl:13])=[CH:9][CH:8]=1)[C:3]([NH2:14])=[O:4]. (7) Given the reactants [CH2:1]([C:9]([CH2:16][CH2:17][CH2:18][CH2:19][CH2:20][CH2:21][CH2:22][CH3:23])=[CH:10][C:11]([O:13][CH2:14][CH3:15])=[O:12])[CH2:2][CH2:3][CH2:4][CH2:5][CH2:6][CH2:7][CH3:8].[H][H], predict the reaction product. The product is: [CH2:16]([CH:9]([CH2:1][CH2:2][CH2:3][CH2:4][CH2:5][CH2:6][CH2:7][CH3:8])[CH2:10][C:11]([O:13][CH2:14][CH3:15])=[O:12])[CH2:17][CH2:18][CH2:19][CH2:20][CH2:21][CH2:22][CH3:23].